From a dataset of Full USPTO retrosynthesis dataset with 1.9M reactions from patents (1976-2016). Predict the reactants needed to synthesize the given product. (1) Given the product [Na+:5].[O:7]1[CH2:12][CH2:11][CH:10]([C:13]2[CH:14]=[C:15]3[C:19](=[CH:20][CH:21]=2)[CH2:18][N:17]([C:22]([C:24]2[CH:25]=[C:26]([S:37]([O-:39])=[O:38])[CH:27]=[CH:28][C:29]=2[O:30][C@@H:31]([CH3:36])[C:32]([F:34])([F:35])[F:33])=[O:23])[CH2:16]3)[CH2:9][CH2:8]1, predict the reactants needed to synthesize it. The reactants are: [O-]S([O-])=O.[Na+:5].[Na+].[O:7]1[CH2:12][CH2:11][CH:10]([C:13]2[CH:14]=[C:15]3[C:19](=[CH:20][CH:21]=2)[CH2:18][N:17]([C:22]([C:24]2[CH:25]=[C:26]([S:37](Cl)(=[O:39])=[O:38])[CH:27]=[CH:28][C:29]=2[O:30][C@@H:31]([CH3:36])[C:32]([F:35])([F:34])[F:33])=[O:23])[CH2:16]3)[CH2:9][CH2:8]1.C([O-])(O)=O.[Na+]. (2) Given the product [CH2:24]([NH:31][CH2:15][CH:10]([CH:9]([C:4]1[CH:5]=[CH:6][C:7]([Cl:8])=[C:2]([Cl:1])[CH:3]=1)[OH:16])[C:11]([O:13][CH3:14])=[O:12])[C:25]1[CH:30]=[CH:29][CH:28]=[CH:27][CH:26]=1, predict the reactants needed to synthesize it. The reactants are: [Cl:1][C:2]1[CH:3]=[C:4]([CH:9]([OH:16])[C:10](=[CH2:15])[C:11]([O:13][CH3:14])=[O:12])[CH:5]=[CH:6][C:7]=1[Cl:8].C(N(CC)CC)C.[CH2:24]([NH2:31])[C:25]1[CH:30]=[CH:29][CH:28]=[CH:27][CH:26]=1.